This data is from Full USPTO retrosynthesis dataset with 1.9M reactions from patents (1976-2016). The task is: Predict the reactants needed to synthesize the given product. Given the product [CH:22]1([CH2:21][N:5]2[C:6](=[O:16])[C:7]3[C:12](=[CH:11][CH:10]=[C:9]([N+:13]([O-:15])=[O:14])[CH:8]=3)[N:3]([CH2:1][CH3:2])[C:4]2=[O:17])[CH2:24][CH2:23]1, predict the reactants needed to synthesize it. The reactants are: [CH2:1]([N:3]1[C:12]2[C:7](=[CH:8][C:9]([N+:13]([O-:15])=[O:14])=[CH:10][CH:11]=2)[C:6](=[O:16])[NH:5][C:4]1=[O:17])[CH3:2].[H-].[Na+].Br[CH2:21][CH:22]1[CH2:24][CH2:23]1.